From a dataset of Full USPTO retrosynthesis dataset with 1.9M reactions from patents (1976-2016). Predict the reactants needed to synthesize the given product. (1) Given the product [CH3:1][O:2][C:3]1[CH:10]=[CH:9][C:8]([F:11])=[CH:7][C:4]=1[CH:5]([OH:6])[CH2:15][CH2:14][CH:13]=[CH2:12], predict the reactants needed to synthesize it. The reactants are: [CH3:1][O:2][C:3]1[CH:10]=[CH:9][C:8]([F:11])=[CH:7][C:4]=1[CH:5]=[O:6].[CH:12]([Mg]Br)=[CH:13][CH2:14][CH3:15].[Cl-].[NH4+]. (2) Given the product [Br:3][C:4]1[CH:12]=[C:11]([F:13])[CH:10]=[C:9]2[C:5]=1[CH:6]=[CH:7][N:8]2[S:20]([C:14]1[CH:19]=[CH:18][CH:17]=[CH:16][CH:15]=1)(=[O:22])=[O:21], predict the reactants needed to synthesize it. The reactants are: [OH-].[Na+].[Br:3][C:4]1[CH:12]=[C:11]([F:13])[CH:10]=[C:9]2[C:5]=1[CH:6]=[CH:7][NH:8]2.[C:14]1([S:20](Cl)(=[O:22])=[O:21])[CH:19]=[CH:18][CH:17]=[CH:16][CH:15]=1. (3) Given the product [CH3:32][O:31][C:26]1[CH:27]=[CH:28][CH:29]=[CH:30][C:25]=1[CH:24]1[NH:1][C:2]2[CH:3]=[CH:4][N:5]=[C:6]([C:20]([F:23])([F:21])[F:22])[C:7]=2[C:8](=[O:9])[N:10]1[C@H:11]([CH3:19])[CH2:12][C:13]1[CH:18]=[CH:17][CH:16]=[CH:15][CH:14]=1, predict the reactants needed to synthesize it. The reactants are: [NH2:1][C:2]1[C:7]([C:8]([NH:10][C@H:11]([CH3:19])[CH2:12][C:13]2[CH:18]=[CH:17][CH:16]=[CH:15][CH:14]=2)=[O:9])=[C:6]([C:20]([F:23])([F:22])[F:21])[N:5]=[CH:4][CH:3]=1.[CH:24](=O)[C:25]1[C:26]([O:31][CH3:32])=[CH:27][CH:28]=[CH:29][CH:30]=1.